This data is from Reaction yield outcomes from USPTO patents with 853,638 reactions. The task is: Predict the reaction yield, written as a fraction of the theoretical maximum amount of product (1.0 means a 100% yield; for example, 0.34 means a 34% yield). (1) The reactants are [Br:1][C:2]1[C:3](F)=[C:4]2[C:10]([NH:11][C:12](=[O:17])[C@@H:13]([O:15][CH3:16])[CH3:14])=[CH:9][NH:8][C:5]2=[N:6][CH:7]=1.[NH:19]1[CH2:23][CH2:22][C@@H:21]([NH:24][C:25](=[O:31])[O:26][C:27]([CH3:30])([CH3:29])[CH3:28])[CH2:20]1.CCN(C(C)C)C(C)C. The catalyst is CCCCO. The product is [Br:1][C:2]1[C:3]([N:19]2[CH2:23][CH2:22][C@@H:21]([NH:24][C:25](=[O:31])[O:26][C:27]([CH3:29])([CH3:28])[CH3:30])[CH2:20]2)=[C:4]2[C:10]([NH:11][C:12](=[O:17])[C@@H:13]([O:15][CH3:16])[CH3:14])=[CH:9][NH:8][C:5]2=[N:6][CH:7]=1. The yield is 0.600. (2) The reactants are Br[CH2:2][C:3]1[CH:4]=[C:5]([CH:8]=[C:9]([CH3:12])[C:10]=1[Cl:11])[C:6]#[N:7].[C-:13]#[N:14].[K+]. The catalyst is C(O)C.O.C(OCC)(=O)C. The product is [Cl:11][C:10]1[C:9]([CH3:12])=[CH:8][C:5]([C:6]#[N:7])=[CH:4][C:3]=1[CH2:2][C:13]#[N:14]. The yield is 0.480. (3) The reactants are [CH3:1][O:2][C:3](=[O:14])[C@H:4](OS(C(F)(F)F)(=O)=O)[CH3:5].Cl.Cl.[NH2:17][C@@H:18]([C@H:21]([O:47][CH2:48][C:49]1[CH:54]=[CH:53][CH:52]=[CH:51][CH:50]=1)[C@@H:22]([N:32]([CH2:40][C:41]1[CH:46]=[CH:45][CH:44]=[CH:43][CH:42]=1)[CH2:33][C:34]1[CH:39]=[CH:38][CH:37]=[CH:36][CH:35]=1)[CH2:23][C:24]1[CH:29]=[C:28]([F:30])[CH:27]=[C:26]([F:31])[CH:25]=1)CO.C(N(CC)CC)C. The catalyst is ClCCl. The product is [CH2:48]([O:47][C@@H:21]([C@@H:18]1[NH:17][C@@H:4]([CH3:5])[C:3](=[O:14])[O:2][CH2:1]1)[C@@H:22]([N:32]([CH2:33][C:34]1[CH:35]=[CH:36][CH:37]=[CH:38][CH:39]=1)[CH2:40][C:41]1[CH:46]=[CH:45][CH:44]=[CH:43][CH:42]=1)[CH2:23][C:24]1[CH:29]=[C:28]([F:30])[CH:27]=[C:26]([F:31])[CH:25]=1)[C:49]1[CH:54]=[CH:53][CH:52]=[CH:51][CH:50]=1. The yield is 0.650. (4) The reactants are [Cl:1][C:2]1[CH:7]=[CH:6][C:5]([O:8]C)=[CH:4][C:3]=1[C:10]1[CH:34]=[C:33]([CH3:35])[C:13]2[N:14]=[C:15]([NH:18][C:19]3[CH:24]=[CH:23][CH:22]=[C:21]([S:25][CH2:26][CH2:27][N:28]4[CH2:32][CH2:31][CH2:30][CH2:29]4)[CH:20]=3)[N:16]=[N:17][C:12]=2[CH:11]=1.B(Br)(Br)Br. The catalyst is C(Cl)Cl. The product is [Cl:1][C:2]1[CH:7]=[CH:6][C:5]([OH:8])=[CH:4][C:3]=1[C:10]1[CH:34]=[C:33]([CH3:35])[C:13]2[N:14]=[C:15]([NH:18][C:19]3[CH:24]=[CH:23][CH:22]=[C:21]([S:25][CH2:26][CH2:27][N:28]4[CH2:29][CH2:30][CH2:31][CH2:32]4)[CH:20]=3)[N:16]=[N:17][C:12]=2[CH:11]=1. The yield is 0.220. (5) The reactants are [CH2:1]([O:5][C:6]1[CH:11]=[CH:10][CH:9]=[CH:8][C:7]=1I)[CH:2]=[CH:3][CH3:4].C([O-])([O-])=O.[Na+].[Na+].CC([O-])=O.[Na+]. The catalyst is CN(C=O)C.[N+](CCCC)(CCCC)(CCCC)CCCC.[Cl-].CCOC(C)=O.CC([O-])=O.CC([O-])=O.[Pd+2]. The product is [CH2:3]([C:2]1[C:7]2[CH:8]=[CH:9][CH:10]=[CH:11][C:6]=2[O:5][CH:1]=1)[CH3:4]. The yield is 0.430. (6) The reactants are [H-].[H-].[H-].[H-].[Li+].[Al+3].[CH2:7]([O:14][CH2:15][C:16]([NH:18][C:19]1[CH:24]=[CH:23][C:22]([F:25])=[CH:21][CH:20]=1)=O)[C:8]1[CH:13]=[CH:12][CH:11]=[CH:10][CH:9]=1.C(Cl)Cl.[OH-].[Na+]. The catalyst is C(OCC)C. The product is [CH2:7]([O:14][CH2:15][CH2:16][NH:18][C:19]1[CH:24]=[CH:23][C:22]([F:25])=[CH:21][CH:20]=1)[C:8]1[CH:9]=[CH:10][CH:11]=[CH:12][CH:13]=1. The yield is 0.840.